Dataset: Experimentally validated miRNA-target interactions with 360,000+ pairs, plus equal number of negative samples. Task: Binary Classification. Given a miRNA mature sequence and a target amino acid sequence, predict their likelihood of interaction. The protein sequence of the target gene is MAAAGAGPGQEAGAGPGPGAVANATGAEEGEMKPVAAGAAAPPGEGISAAPTVEPSSGEAEGGEANLVDVSGGLETESSNGKDTLEGAGDTSEVMDTQAGSVDEENGRQLGEVELQCGICTKWFTADTFGIDTSSCLPFMTNYSFHCNVCHHSGNTYFLRKQANLKEMCLSALANLTWQSRTQDEHPKTMFSKDKDIIPFIDKYWECMTTRQRPGKMTWPNNIVKTMSKERDVFLVKEHPDPGSKDPEEDYPKFGLLDQDLSNIGPAYDNQKQSSAVSTSGNLNGGIAAGSSGKGRGAKR.... Result: 0 (no interaction). The miRNA is ssc-miR-361-3p with sequence CCCCCAGGUGUGAUUCUGAUUUGC.